From a dataset of B-cell epitopes from IEDB database with 3,159 antigens for binding position prediction. Token-level Classification. Given an antigen amino acid sequence, predict which amino acid positions are active epitope sites capable of antibody binding. Output is a list of indices for active positions. (1) Given the antigen sequence: MAPRSLYLLAILLFSANVFAGVGFAAAADESASNVIVKGGKGKEREDGPEEPEETGPEETGPEETGPEETGPEETGPEETGPEETEPEPEPGAATLKSVALPIAVAAAALVAAF, which amino acid positions are active epitope sites? The epitope positions are: [55, 56, 57, 58, 59, 60, 61, 62, 63, 64, 65, 66, 67, 68, 69]. The amino acids at these positions are: GPEETGPEETGPEET. (2) Given the antigen sequence: MAGKAILKGKGGGPPRRVSKETAKKTRQSRVQMPNGLVLMRMMGILWHAVAGTARSPVLKSFWKSVPLKQATAALRKIKKAVSTLMVGLQRRGKRRSAVDWTGWLLVVVLLGVTLAATVRKERDGTTVIRAEGKDAATQVRVENGTCVILATDMGSWCDDSLTYECVTIDQGEEPVDVDCSCRNVDGVYLEYGRCGKQEGSRTRRSVLIPSHAQGDLTGRGHKWLEGDSLRTHLTRVEGWVWKNKVLTLAVIAVVWLTVESVVTRVAVVVVLLCLAPVYASRCTHLENRDFVTGTQGTTRVTLVLELGGCVTITAEGKPSMDVWLDSIYQENPAKTREYCLHAKLSDTKVAARCPTMGPATLAEEHQSGTVCKRDQSDRGWGNHCGLFGKGSIVTCVKASCEAKKKATGHVYDANKIVYTVKVEPHTGDYVAANETHSGRKTASFTVSSERTILTMGDYGDVSLLCRVASGVDLAQTVILELDKTSEHLPTAWQVHRDWF..., which amino acid positions are active epitope sites? The epitope positions are: [812, 813, 814, 815, 816, 817, 818, 819, 820, 821, 822, 823, 824, 825, 826, 827, 828, 829, 830]. The amino acids at these positions are: ETLGALASAIKETFEEGTC.